Dataset: TCR-epitope binding with 47,182 pairs between 192 epitopes and 23,139 TCRs. Task: Binary Classification. Given a T-cell receptor sequence (or CDR3 region) and an epitope sequence, predict whether binding occurs between them. The epitope is GLNKIVRMY. The TCR CDR3 sequence is GRQVDQPQHF. Result: 0 (the TCR does not bind to the epitope).